Dataset: Full USPTO retrosynthesis dataset with 1.9M reactions from patents (1976-2016). Task: Predict the reactants needed to synthesize the given product. Given the product [NH:6]1[C:10]2=[N:11][CH:12]=[CH:13][CH:14]=[C:9]2[C:8]([C:22]2[CH:23]=[CH:18][N:19]=[C:20]([NH:24][CH:25]3[CH2:30][C:29]([CH3:32])([CH3:31])[NH:28][C:27]([CH3:34])([CH3:33])[CH2:26]3)[N:21]=2)=[CH:7]1, predict the reactants needed to synthesize it. The reactants are: C([Si](C)(C)[N:6]1[C:10]2=[N:11][CH:12]=[CH:13][CH:14]=[C:9]2[CH:8]=[CH:7]1)(C)(C)C.Cl[C:18]1[CH:23]=[CH:22][N:21]=[C:20]([NH:24][CH:25]2[CH2:30][C:29]([CH3:32])([CH3:31])[NH:28][C:27]([CH3:34])([CH3:33])[CH2:26]2)[N:19]=1.CCCC[N+](CCCC)(CCCC)CCCC.[F-].